Dataset: Full USPTO retrosynthesis dataset with 1.9M reactions from patents (1976-2016). Task: Predict the reactants needed to synthesize the given product. (1) Given the product [F:36][C:34]([F:37])([F:35])[C:30]1[CH:29]=[C:28]([CH:17]([C:18]2[CH:23]=[CH:22][CH:21]=[C:20]([C:24]([F:25])([F:26])[F:27])[CH:19]=2)[C:14]2[S:13][C:12]([C:10]([NH:9][C@@H:5]([CH2:4][CH2:3][CH2:2][NH:1][C:49](=[NH:52])[CH3:50])[C:6]([OH:8])=[O:7])=[O:11])=[CH:16][CH:15]=2)[CH:33]=[CH:32][CH:31]=1.[C:38]([OH:44])([C:40]([F:43])([F:42])[F:41])=[O:39], predict the reactants needed to synthesize it. The reactants are: [NH2:1][CH2:2][CH2:3][CH2:4][C@H:5]([NH:9][C:10]([C:12]1[S:13][C:14]([CH:17]([C:28]2[CH:33]=[CH:32][CH:31]=[C:30]([C:34]([F:37])([F:36])[F:35])[CH:29]=2)[C:18]2[CH:23]=[CH:22][CH:21]=[C:20]([C:24]([F:27])([F:26])[F:25])[CH:19]=2)=[CH:15][CH:16]=1)=[O:11])[C:6]([OH:8])=[O:7].[C:38]([OH:44])([C:40]([F:43])([F:42])[F:41])=[O:39].C(O)C.Cl.[C:49](=[NH:52])(O)[CH3:50]. (2) Given the product [CH2:27]([O:33][C:5]([C@@H:6]1[CH2:7][C@@H:17]1[C:16]1[C:11]([Cl:10])=[CH:12][CH:13]=[C:14]([O:20][CH2:21][CH3:22])[C:15]=1[F:19])=[O:8])[CH3:26], predict the reactants needed to synthesize it. The reactants are: ClC1[CH:7]=[CH:6][C:5]([OH:8])=C(F)C=1.[Cl:10][C:11]1[C:16]([CH:17]=O)=[C:15]([F:19])[C:14]([O:20][CH2:21][CH3:22])=[CH:13][CH:12]=1.ClC1C(C=C)=C(F)[C:27]([O:33]CC)=[CH:26]C=1.C=CC1C=CC=CC=1.N(C(OCC)=O)=NC(OCC)=O. (3) Given the product [CH:24]1([NH:23][C:22](=[N:21][CH:15]2[CH2:20][CH2:19][CH2:18][CH2:17][CH2:16]2)[O:14][N:13]=[C:1]2[CH2:12][CH2:11][CH2:10][CH2:9][CH2:8][CH2:7][CH2:6][CH2:5][CH2:4][CH2:3][CH2:2]2)[CH2:25][CH2:26][CH2:27][CH2:28][CH2:29]1, predict the reactants needed to synthesize it. The reactants are: [C:1]1(=[N:13][OH:14])[CH2:12][CH2:11][CH2:10][CH2:9][CH2:8][CH2:7][CH2:6][CH2:5][CH2:4][CH2:3][CH2:2]1.[CH:15]1([N:21]=[C:22]=[N:23][CH:24]2[CH2:29][CH2:28][CH2:27][CH2:26][CH2:25]2)[CH2:20][CH2:19][CH2:18][CH2:17][CH2:16]1.